This data is from Forward reaction prediction with 1.9M reactions from USPTO patents (1976-2016). The task is: Predict the product of the given reaction. Given the reactants C1(C)C=CC(S([Cl:10])(=O)=O)=CC=1.[CH3:12][C:13]1(C)[CH:22]=[CH:21][C:20]2[C:15](=[CH:16][CH:17]=[C:18]([CH3:23])[CH:19]=2)[NH+:14]1[O-], predict the reaction product. The product is: [Cl:10][CH2:12][C:13]1[CH:22]=[CH:21][C:20]2[C:15](=[CH:16][CH:17]=[C:18]([CH3:23])[CH:19]=2)[N:14]=1.